Predict the product of the given reaction. From a dataset of Forward reaction prediction with 1.9M reactions from USPTO patents (1976-2016). Given the reactants Cl[C:2]1[CH:19]=[C:18]([N:20]2[CH2:25][CH2:24][N:23]([C:26]3[CH:31]=[CH:30][CH:29]=[CH:28][C:27]=3[CH3:32])[CH2:22][CH2:21]2)[C:17]([N+:33]([O-:35])=[O:34])=[CH:16][C:3]=1[C:4]([NH:6][CH2:7][CH2:8][CH2:9][N:10]1[CH2:14][CH2:13][CH2:12][C:11]1=[O:15])=[O:5].[O-]P([O-])([O-])=O.[K+].[K+].[K+].[CH:44]1(B(O)O)[CH2:46][CH2:45]1.C1(P(C2CCCCC2)C2CCCCC2)CCCCC1, predict the reaction product. The product is: [CH:44]1([C:2]2[CH:19]=[C:18]([N:20]3[CH2:25][CH2:24][N:23]([C:26]4[CH:31]=[CH:30][CH:29]=[CH:28][C:27]=4[CH3:32])[CH2:22][CH2:21]3)[C:17]([N+:33]([O-:35])=[O:34])=[CH:16][C:3]=2[C:4]([NH:6][CH2:7][CH2:8][CH2:9][N:10]2[CH2:14][CH2:13][CH2:12][C:11]2=[O:15])=[O:5])[CH2:46][CH2:45]1.